From a dataset of Full USPTO retrosynthesis dataset with 1.9M reactions from patents (1976-2016). Predict the reactants needed to synthesize the given product. (1) Given the product [N:1]1([CH2:7][CH2:8][CH2:9][CH2:10][C:11]2[C:12](=[N:15][NH:16][C:17]3[CH:18]=[CH:19][CH:20]=[CH:21][CH:22]=3)[C:13]([NH2:14])=[N:25][N:26]=2)[CH2:6][CH2:5][O:24][CH2:3][CH2:2]1, predict the reactants needed to synthesize it. The reactants are: [N:1]1([CH2:7][CH2:8][CH2:9][CH2:10][C:11](=O)[C:12](=[N:15][NH:16][C:17]2[CH:22]=[CH:21][CH:20]=[CH:19][CH:18]=2)[C:13]#[N:14])[CH2:6][CH2:5]O[CH2:3][CH2:2]1.[OH2:24].[NH2:25][NH2:26].O. (2) The reactants are: [CH3:1][O:2][C:3]([C:5]1[C:6]([OH:30])=[C:7]2[C:12](=[C:13](Br)[N:14]=1)[N:11]([CH2:16][C:17]1[CH:22]=[CH:21][CH:20]=[CH:19][CH:18]=1)[C:10](=[O:23])[C:9]([C:24]1[CH:29]=[CH:28][CH:27]=[CH:26][CH:25]=1)=[CH:8]2)=[O:4].[CH3:31][C:32]1[CH:37]=[CH:36][C:35]([Sn](CCCC)(CCCC)CCCC)=[CH:34][N:33]=1.CCOC(C)=O.Cl. Given the product [CH3:1][O:2][C:3]([C:5]1[C:6]([OH:30])=[C:7]2[C:12](=[C:13]([C:35]3[CH:34]=[N:33][C:32]([CH3:31])=[CH:37][CH:36]=3)[N:14]=1)[N:11]([CH2:16][C:17]1[CH:22]=[CH:21][CH:20]=[CH:19][CH:18]=1)[C:10](=[O:23])[C:9]([C:24]1[CH:29]=[CH:28][CH:27]=[CH:26][CH:25]=1)=[CH:8]2)=[O:4], predict the reactants needed to synthesize it. (3) Given the product [CH:17]([O:16][CH2:15][C@H:4]([O:3][C:21]1[N:26]=[CH:25][N:24]=[C:23]2[N:27]([C:30]3[C:35]([CH3:36])=[N:34][CH:33]=[CH:32][N:31]=3)[N:28]=[CH:29][C:22]=12)[C:5]([NH:7][C:8]1[CH:13]=[N:12][C:11]([CH3:14])=[CH:10][N:9]=1)=[O:6])([CH3:19])[CH3:18], predict the reactants needed to synthesize it. The reactants are: [H-].[Na+].[OH:3][C@@H:4]([CH2:15][O:16][CH:17]([CH3:19])[CH3:18])[C:5]([NH:7][C:8]1[CH:13]=[N:12][C:11]([CH3:14])=[CH:10][N:9]=1)=[O:6].Cl[C:21]1[N:26]=[CH:25][N:24]=[C:23]2[N:27]([C:30]3[C:35]([CH3:36])=[N:34][CH:33]=[CH:32][N:31]=3)[N:28]=[CH:29][C:22]=12.C(O)(=O)CC(CC(O)=O)(C(O)=O)O.